This data is from Catalyst prediction with 721,799 reactions and 888 catalyst types from USPTO. The task is: Predict which catalyst facilitates the given reaction. (1) Reactant: [CH2:1]([CH:4]1[N:10]2[C:11](=[O:14])[O:12][N:13]=[C:9]2[CH2:8][CH2:7][CH2:6][CH2:5]1)[CH:2]=[CH2:3].B.C(=O)(O)[O-:17].[Na+].OO. Product: [OH:17][CH2:3][CH2:2][CH2:1][CH:4]1[N:10]2[C:11](=[O:14])[O:12][N:13]=[C:9]2[CH2:8][CH2:7][CH2:6][CH2:5]1. The catalyst class is: 83. (2) Reactant: Br[C:2]1[N:7]=[CH:6][CH:5]=[CH:4][N:3]=1.CC1(C)C(C)(C)OB([C:16]2[CH:17]=[CH:18][C:19]([NH2:22])=[N:20][CH:21]=2)O1.C(=O)([O-])[O-].[Na+].[Na+]. Product: [N:3]1[CH:4]=[CH:5][CH:6]=[N:7][C:2]=1[C:16]1[CH:17]=[CH:18][C:19]([NH2:22])=[N:20][CH:21]=1. The catalyst class is: 438. (3) Reactant: Cl.[S:2]([N:12]1[C:16]2=[N:17][CH:18]=[C:19]([CH2:21][NH2:22])[N:20]=[C:15]2[CH:14]=[CH:13]1)([C:5]1[CH:11]=[CH:10][C:8]([CH3:9])=[CH:7][CH:6]=1)(=[O:4])=[O:3].[C:23]([O:27][C:28]([N:30]1[CH2:35][CH2:34][CH:33]([CH3:36])[CH:32]([C:37](O)=[O:38])[CH2:31]1)=[O:29])([CH3:26])([CH3:25])[CH3:24].CN(C(ON1N=NC2C=CC=NC1=2)=[N+](C)C)C.F[P-](F)(F)(F)(F)F.CCN(C(C)C)C(C)C. Product: [CH3:36][CH:33]1[CH2:34][CH2:35][N:30]([C:28]([O:27][C:23]([CH3:25])([CH3:24])[CH3:26])=[O:29])[CH2:31][CH:32]1[C:37](=[O:38])[NH:22][CH2:21][C:19]1[N:20]=[C:15]2[CH:14]=[CH:13][N:12]([S:2]([C:5]3[CH:6]=[CH:7][C:8]([CH3:9])=[CH:10][CH:11]=3)(=[O:3])=[O:4])[C:16]2=[N:17][CH:18]=1. The catalyst class is: 2. (4) Reactant: [CH:1]([O:4][CH:5]([CH3:7])[CH3:6])(C)C.[Na].BrC1[S:11][CH:12]=[CH:13][N:14]=1. Product: [CH:5]([O:4][C:1]1[S:11][CH:12]=[CH:13][N:14]=1)([CH3:7])[CH3:6]. The catalyst class is: 41. (5) Reactant: [CH2:1]([O:3][C:4](=[O:8])[CH:5]([SH:7])[CH3:6])C.Br[CH2:10][C:11]1[CH:12]=[C:13]([CH:33]=[CH:34][CH:35]=1)[C:14]1[CH:15]=[CH:16][CH:17]=[C:18]([C:20]2[C:25]3[O:26][C:27]4[CH:32]=[CH:31][CH:30]=[CH:29][C:28]=4[C:24]=3[CH:23]=[CH:22][CH:21]=2)[CH:19]=1.C(=O)([O-])[O-].[Cs+].[Cs+]. Product: [CH3:1][O:3][C:4](=[O:8])[CH:5]([S:7][CH2:10][C:11]1[CH:12]=[C:13]([C:14]2[CH:15]=[CH:16][CH:17]=[C:18]([C:20]3[C:25]4[O:26][C:27]5[CH:32]=[CH:31][CH:30]=[CH:29][C:28]=5[C:24]=4[CH:23]=[CH:22][CH:21]=3)[CH:19]=2)[CH:33]=[CH:34][CH:35]=1)[CH3:6]. The catalyst class is: 369. (6) Reactant: [H-].[Na+].[OH:3][C:4]1[CH:12]=[CH:11][CH:10]=[C:9]2[C:5]=1[C:6]([CH3:13])=[N:7][NH:8]2.[CH2:14](Br)[C:15]1[CH:20]=[CH:19][CH:18]=[CH:17][CH:16]=1. Product: [CH3:13][C:6]1[C:5]2[C:9](=[CH:10][CH:11]=[CH:12][C:4]=2[O:3][CH2:14][C:15]2[CH:20]=[CH:19][CH:18]=[CH:17][CH:16]=2)[NH:8][N:7]=1. The catalyst class is: 3. (7) Reactant: [CH2:1]([O:8][C:9]([NH:11][C@@H:12]([CH:16]([CH3:18])[CH3:17])[C:13]([OH:15])=O)=[O:10])[C:2]1[CH:7]=[CH:6][CH:5]=[CH:4][CH:3]=1.Cl.[CH3:20][O:21]CN.CCN=C=NCCC[N:32]([CH3:34])C.Cl.CCN(C(C)C)C(C)C. Product: [CH2:1]([O:8][C:9](=[O:10])[NH:11][C@H:12]([C:13](=[O:15])[N:32]([O:21][CH3:20])[CH3:34])[CH:16]([CH3:18])[CH3:17])[C:2]1[CH:3]=[CH:4][CH:5]=[CH:6][CH:7]=1. The catalyst class is: 2.